From a dataset of Forward reaction prediction with 1.9M reactions from USPTO patents (1976-2016). Predict the product of the given reaction. (1) Given the reactants O1CCCCC1[O:7][NH:8][C:9]([C:11]1[CH:12]=[C:13]2[C:18](=[CH:19][CH:20]=1)[CH2:17][N:16]([C:21]([O:23][CH2:24][CH2:25][CH2:26][O:27][CH3:28])=[O:22])[CH2:15][CH2:14]2)=[O:10], predict the reaction product. The product is: [CH3:28][O:27][CH2:26][CH2:25][CH2:24][O:23][C:21]([N:16]1[CH2:15][CH2:14][C:13]2[C:18](=[CH:19][CH:20]=[C:11]([C:9](=[O:10])[NH:8][OH:7])[CH:12]=2)[CH2:17]1)=[O:22]. (2) Given the reactants [N+:1]([C:4]1[CH:9]=[CH:8][C:7]([N:10]2[CH2:15][CH2:14][NH:13][CH2:12][CH2:11]2)=[CH:6][C:5]=1[NH:16][C:17]1[CH:22]=[CH:21][CH:20]=[CH:19][CH:18]=1)([O-:3])=[O:2].[CH3:23][S:24](Cl)(=[O:26])=[O:25].C(N(CC)CC)C, predict the reaction product. The product is: [CH3:23][S:24]([N:13]1[CH2:14][CH2:15][N:10]([C:7]2[CH:8]=[CH:9][C:4]([N+:1]([O-:3])=[O:2])=[C:5]([NH:16][C:17]3[CH:22]=[CH:21][CH:20]=[CH:19][CH:18]=3)[CH:6]=2)[CH2:11][CH2:12]1)(=[O:26])=[O:25].